Predict the product of the given reaction. From a dataset of Forward reaction prediction with 1.9M reactions from USPTO patents (1976-2016). (1) Given the reactants [N:1]1[CH:6]=[C:5]([CH:7]2[CH2:12][CH2:11][CH2:10][N:8]2[CH3:9])[CH:4]=[CH:3][CH:2]=1.C(O)(=O)[C@H]([C@@H](C(O)=O)O)O, predict the reaction product. The product is: [N:1]1[CH:6]=[C:5]([C@H:7]2[CH2:12][CH2:11][CH2:10][N:8]2[CH3:9])[CH:4]=[CH:3][CH:2]=1. (2) Given the reactants [N+:1]([C:4]1[CH:5]=[C:6]([C:17]2[CH:22]=[CH:21][N:20]=[CH:19][CH:18]=2)[C:7]([C:11]2[CH:16]=[CH:15][N:14]=[CH:13][CH:12]=2)=[N:8][C:9]=1[NH2:10])([O-])=O, predict the reaction product. The product is: [N:14]1[CH:15]=[CH:16][C:11]([C:7]2[C:6]([C:17]3[CH:22]=[CH:21][N:20]=[CH:19][CH:18]=3)=[CH:5][C:4]([NH2:1])=[C:9]([NH2:10])[N:8]=2)=[CH:12][CH:13]=1. (3) Given the reactants [C:1]([C:5]1[CH:10]=[CH:9][C:8]([C@@H:11]2[CH2:13][C@H:12]2B2OC(C)(C)C(C)(C)O2)=[CH:7][CH:6]=1)([CH3:4])([CH3:3])[CH3:2].Br[C:24]1[CH:42]=[CH:41][C:27]2[N:28]([C:31]3[CH:36]=[CH:35][C:34]([O:37][CH:38]([CH3:40])[CH3:39])=[CH:33][CH:32]=3)[CH:29]=[N:30][C:26]=2[CH:25]=1.O.O.P([O-])([O-])([O-])=O.[K+].[K+].[K+].C1(P(C2CCCCC2)C2CCCCC2)CCCCC1, predict the reaction product. The product is: [C:1]([C:5]1[CH:6]=[CH:7][C:8]([C@@H:11]2[CH2:13][C@H:12]2[C:24]2[CH:42]=[CH:41][C:27]3[N:28]([C:31]4[CH:32]=[CH:33][C:34]([O:37][CH:38]([CH3:40])[CH3:39])=[CH:35][CH:36]=4)[CH:29]=[N:30][C:26]=3[CH:25]=2)=[CH:9][CH:10]=1)([CH3:2])([CH3:3])[CH3:4]. (4) Given the reactants COC[O:4][C:5]1[C:27]([CH3:28])=[CH:26][C:8](/[CH:9]=[CH:10]/[C:11]2[CH:12]=[C:13]([CH:23]=[CH:24][CH:25]=2)[C:14](=[O:22])[S:15][C:16]2[CH:21]=[CH:20][CH:19]=[CH:18][CH:17]=2)=[CH:7][C:6]=1[CH3:29].Cl, predict the reaction product. The product is: [OH:4][C:5]1[C:27]([CH3:28])=[CH:26][C:8](/[CH:9]=[CH:10]/[C:11]2[CH:12]=[C:13]([CH:23]=[CH:24][CH:25]=2)[C:14](=[O:22])[S:15][C:16]2[CH:21]=[CH:20][CH:19]=[CH:18][CH:17]=2)=[CH:7][C:6]=1[CH3:29]. (5) Given the reactants C[O-].[K+].[CH3:4][O:5]CCOCCN(CCOCCOC)CCOCCOC.[CH2:26]([CH:28]([C:31]1[C:32]2[N:33]([C:38]([C:42]3[S:46][C:45]4[CH:47]=[CH:48][C:49](F)=[CH:50][C:44]=4[C:43]=3[CH3:52])=[C:39]([CH3:41])[N:40]=2)[N:34]=[C:35]([CH3:37])[CH:36]=1)[CH2:29][CH3:30])[CH3:27], predict the reaction product. The product is: [CH2:26]([CH:28]([C:31]1[C:32]2[N:33]([C:38]([C:42]3[S:46][C:45]4[CH:47]=[CH:48][C:49]([O:5][CH3:4])=[CH:50][C:44]=4[C:43]=3[CH3:52])=[C:39]([CH3:41])[N:40]=2)[N:34]=[C:35]([CH3:37])[CH:36]=1)[CH2:29][CH3:30])[CH3:27]. (6) Given the reactants C(#N)C.N1C(C)=CC=[CH:6][C:5]=1[CH3:11].CCN=C=N[CH2:17][CH2:18][CH2:19][N:20]([CH3:22])[CH3:21].Cl.Cl, predict the reaction product. The product is: [CH3:22][N:20]([CH:19]1[CH2:18][CH2:17][CH2:11][CH2:5][CH2:6]1)[CH3:21]. (7) Given the reactants [OH:1][C:2]1[CH:11]=[C:10]([O:12][CH2:13][O:14][CH3:15])[CH:9]=[C:8]2[C:3]=1[C:4](=[O:28])[C:5]([O:26][CH3:27])=[C:6]([C:16]1[CH:21]=[CH:20][C:19]([O:22][CH3:23])=[C:18]([O:24][CH3:25])[CH:17]=1)[O:7]2.[OH-].C([N+](CCCC)(CCCC)CCCC)CCC.[CH2:47](Br)[CH:48]=[C:49]([CH3:51])[CH3:50], predict the reaction product. The product is: [CH3:50][C:49]([CH3:51])=[CH:48][CH2:47][O:1][C:2]1[CH:11]=[C:10]([O:12][CH2:13][O:14][CH3:15])[CH:9]=[C:8]2[C:3]=1[C:4](=[O:28])[C:5]([O:26][CH3:27])=[C:6]([C:16]1[CH:21]=[CH:20][C:19]([O:22][CH3:23])=[C:18]([O:24][CH3:25])[CH:17]=1)[O:7]2. (8) Given the reactants Cl[C:2]1[CH:7]=[C:6]([C:8]([F:11])([F:10])[F:9])[N:5]=[C:4]([C:12]2[CH:17]=[N:16][CH:15]=[CH:14][N:13]=2)[N:3]=1.[OH:18][C:19]1[CH:20]=[CH:21][C:22]([CH3:26])=[C:23]([CH:25]=1)[NH2:24], predict the reaction product. The product is: [OH:18][C:19]1[CH:20]=[CH:21][C:22]([CH3:26])=[C:23]([CH:25]=1)[NH:24][C:2]1[CH:7]=[C:6]([C:8]([F:11])([F:10])[F:9])[N:5]=[C:4]([C:12]2[CH:17]=[N:16][CH:15]=[CH:14][N:13]=2)[N:3]=1. (9) Given the reactants [F:1][C:2]1[CH:3]=[C:4]([NH:9][C:10]2[N:18]=[C:17]([NH:19][NH2:20])[N:16]=[C:15]3[C:11]=2[N:12]=[CH:13][N:14]3[CH3:21])[CH:5]=[CH:6][C:7]=1[F:8].CO[CH:24](OC)[CH2:25][C:26](=O)[CH3:27], predict the reaction product. The product is: [F:1][C:2]1[CH:3]=[C:4]([NH:9][C:10]2[N:18]=[C:17]([N:19]3[CH:24]=[CH:25][C:26]([CH3:27])=[N:20]3)[N:16]=[C:15]3[C:11]=2[N:12]=[CH:13][N:14]3[CH3:21])[CH:5]=[CH:6][C:7]=1[F:8].